Dataset: Peptide-MHC class II binding affinity with 134,281 pairs from IEDB. Task: Regression. Given a peptide amino acid sequence and an MHC pseudo amino acid sequence, predict their binding affinity value. This is MHC class II binding data. (1) The peptide sequence is INELIASGSEKLASV. The MHC is DRB1_0701 with pseudo-sequence DRB1_0701. The binding affinity (normalized) is 0.687. (2) The binding affinity (normalized) is 0.463. The MHC is HLA-DQA10101-DQB10501 with pseudo-sequence HLA-DQA10101-DQB10501. The peptide sequence is EAKYFAATQFEPLAA. (3) The peptide sequence is PHRLNHMGICSCGLY. The MHC is DRB1_0101 with pseudo-sequence DRB1_0101. The binding affinity (normalized) is 0.590. (4) The peptide sequence is SAGRSRRSRRAIDLP. The MHC is DRB5_0101 with pseudo-sequence DRB5_0101. The binding affinity (normalized) is 0.443. (5) The peptide sequence is RCRTCVYNMMGKREK. The MHC is DRB3_0202 with pseudo-sequence DRB3_0202. The binding affinity (normalized) is 0.728. (6) The peptide sequence is GPKDNGGACGYKDVD. The MHC is DRB5_0101 with pseudo-sequence DRB5_0101. The binding affinity (normalized) is 0.199. (7) The peptide sequence is PGVDYTITVYAVTDG. The MHC is DRB1_0101 with pseudo-sequence DRB1_0101. The binding affinity (normalized) is 0.335.